Task: Predict the product of the given reaction.. Dataset: Forward reaction prediction with 1.9M reactions from USPTO patents (1976-2016) (1) Given the reactants ClC1N=NC(C2C=CC=CC=2)=CC=1C1C=CN=CC=1.N1(CCN)CCOCC1.CN1CCN([C:36]2([NH:54][CH2:55][CH2:56][N:57]3[CH2:62][CH2:61][O:60][CH2:59][CH2:58]3)[C:41]([C:42]3[CH:47]=[CH:46][N:45]=[CH:44][CH:43]=3)=[CH:40][C:39]([C:48]3[CH:53]=[CH:52][CH:51]=[CH:50][CH:49]=3)=[N:38][NH:37]2)CC1, predict the reaction product. The product is: [O:60]1[CH2:61][CH2:62][N:57]([CH2:56][CH2:55][NH:54][C:36]2[N:37]=[N:38][C:39]([C:48]3[CH:53]=[CH:52][CH:51]=[CH:50][CH:49]=3)=[CH:40][C:41]=2[C:42]2[CH:47]=[CH:46][N:45]=[CH:44][CH:43]=2)[CH2:58][CH2:59]1. (2) Given the reactants [CH3:1][N:2]1[CH2:7][CH2:6][N:5]([C:8]2[CH:13]=[CH:12][CH:11]=[C:10]([S:14]([N:17]3[CH2:22][CH2:21][CH:20]([C:23]4[CH:28]=[CH:27][CH:26]=[CH:25][C:24]=4[CH3:29])[CH2:19][CH2:18]3)(=[O:16])=[O:15])[N:9]=2)[CH2:4][CH2:3]1.[ClH:30], predict the reaction product. The product is: [ClH:30].[CH3:1][N:2]1[CH2:7][CH2:6][N:5]([C:8]2[CH:13]=[CH:12][CH:11]=[C:10]([S:14]([N:17]3[CH2:18][CH2:19][CH:20]([C:23]4[CH:28]=[CH:27][CH:26]=[CH:25][C:24]=4[CH3:29])[CH2:21][CH2:22]3)(=[O:16])=[O:15])[N:9]=2)[CH2:4][CH2:3]1. (3) The product is: [Cl:30][C:24]1[CH:25]=[C:26]([Cl:29])[CH:27]=[CH:28][C:23]=1[C:12]1[N:13]([C:16]2[CH:17]=[CH:18][C:19]([O:22][S:41]([CH2:38][CH2:39][CH3:40])(=[O:43])=[O:42])=[CH:20][CH:21]=2)[C:14]([CH3:15])=[C:10]([C:8](=[O:9])[NH:7][N:1]2[CH2:6][CH2:5][CH2:4][CH2:3][CH2:2]2)[N:11]=1. Given the reactants [N:1]1([NH:7][C:8]([C:10]2[N:11]=[C:12]([C:23]3[CH:28]=[CH:27][C:26]([Cl:29])=[CH:25][C:24]=3[Cl:30])[N:13]([C:16]3[CH:21]=[CH:20][C:19]([OH:22])=[CH:18][CH:17]=3)[C:14]=2[CH3:15])=[O:9])[CH2:6][CH2:5][CH2:4][CH2:3][CH2:2]1.C(N(CC)CC)C.[CH2:38]([S:41](Cl)(=[O:43])=[O:42])[CH2:39][CH3:40].O, predict the reaction product. (4) The product is: [CH3:22][C:17]1[NH:18][C:19]2[C:15]([CH:16]=1)=[CH:14][C:13]([O:12][C:6]1[C:5]3[C:10](=[CH:11][C:2]([O:1][CH2:32][CH2:31][CH2:30][N:27]4[CH2:26][CH2:25][S:24](=[O:34])(=[O:23])[CH2:29][CH2:28]4)=[CH:3][CH:4]=3)[N:9]=[CH:8][N:7]=1)=[CH:21][CH:20]=2. Given the reactants [OH:1][C:2]1[CH:11]=[C:10]2[C:5]([C:6]([O:12][C:13]3[CH:14]=[C:15]4[C:19](=[CH:20][CH:21]=3)[NH:18][C:17]([CH3:22])=[CH:16]4)=[N:7][CH:8]=[N:9]2)=[CH:4][CH:3]=1.[O:23]=[S:24]1(=[O:34])[CH2:29][CH2:28][N:27]([CH2:30][CH2:31][CH2:32]O)[CH2:26][CH2:25]1, predict the reaction product.